Predict the reaction yield, written as a fraction of the theoretical maximum amount of product (1.0 means a 100% yield; for example, 0.34 means a 34% yield). From a dataset of Reaction yield outcomes from USPTO patents with 853,638 reactions. (1) The yield is 0.225. The product is [N:6]12[CH2:11][CH2:10][CH:9]([CH2:8][CH2:7]1)[CH:4]([NH:3][C:17](=[O:18])[C:16]1[CH:20]=[CH:21][C:13]([I:12])=[C:14]([N+:22]([O-:24])=[O:23])[CH:15]=1)[CH2:5]2. The reactants are Cl.Cl.[NH2:3][CH:4]1[CH:9]2[CH2:10][CH2:11][N:6]([CH2:7][CH2:8]2)[CH2:5]1.[I:12][C:13]1[CH:21]=[CH:20][C:16]([C:17](Cl)=[O:18])=[CH:15][C:14]=1[N+:22]([O-:24])=[O:23].C(N(CC)CC)C. The catalyst is CN(C=O)C. (2) The reactants are CC(C)([O-])C.[K+].CO[C:9](=[O:21])[C:10]([C:12]1[C:20]2[C:15](=[CH:16][CH:17]=[CH:18][CH:19]=2)[NH:14][CH:13]=1)=O.[C:22]([SiH2:26][O:27][C:28]([C:49]1[CH:54]=[CH:53][CH:52]=[CH:51][CH:50]=1)([C:43]1[CH:48]=[CH:47][CH:46]=[CH:45][CH:44]=1)[C:29]1[CH:30]=[CH:31][C:32]2[N:33]([C:35]([CH2:39][C:40]([NH2:42])=[O:41])=[C:36]([CH3:38])[N:37]=2)[CH:34]=1)([CH3:25])([CH3:24])[CH3:23].[NH4+].[Cl-]. The catalyst is O1CCCC1.CCOC(C)=O. The product is [C:22]([SiH2:26][O:27][C:28]([C:49]1[CH:54]=[CH:53][CH:52]=[CH:51][CH:50]=1)([C:43]1[CH:44]=[CH:45][CH:46]=[CH:47][CH:48]=1)[C:29]1[CH:30]=[CH:31][C:32]2[N:33]([C:35]([C:39]3[C:40](=[O:41])[NH:42][C:9](=[O:21])[C:10]=3[C:12]3[C:20]4[C:15](=[CH:16][CH:17]=[CH:18][CH:19]=4)[NH:14][CH:13]=3)=[C:36]([CH3:38])[N:37]=2)[CH:34]=1)([CH3:25])([CH3:23])[CH3:24]. The yield is 0.450. (3) The reactants are [H-].[Na+].[CH3:3][C:4]([CH3:11])=[CH:5][CH2:6][CH2:7][C:8](=[O:10])[CH3:9].[CH2:12]([O:14][C:15](=[O:21])[C:16](OCC)=[O:17])[CH3:13].CC[O-].[Na+]. The catalyst is CCO. The product is [CH2:12]([O:14][C:15](=[O:21])[C:16](=[O:17])[CH2:9][C:8](=[O:10])[CH2:7][CH2:6][CH:5]=[C:4]([CH3:11])[CH3:3])[CH3:13]. The yield is 0.438. (4) The reactants are [Br:1][C:2]1[CH:7]=[CH:6][C:5]([NH:8][S:9]([C:12]2[CH:17]=[CH:16][C:15](Cl)=[C:14]([N+:19]([O-:21])=[O:20])[CH:13]=2)(=[O:11])=[O:10])=[CH:4][CH:3]=1.[NH2:22][C:23]1[CH:28]=[CH:27][C:26]([SH:29])=[CH:25][CH:24]=1.C([O-])(=O)C.[Na+]. The catalyst is C(O)C. The product is [NH2:22][C:23]1[CH:28]=[CH:27][C:26]([S:29][C:15]2[CH:16]=[CH:17][C:12]([S:9]([NH:8][C:5]3[CH:6]=[CH:7][C:2]([Br:1])=[CH:3][CH:4]=3)(=[O:11])=[O:10])=[CH:13][C:14]=2[N+:19]([O-:21])=[O:20])=[CH:25][CH:24]=1. The yield is 1.00. (5) The reactants are [CH:1]1([Mg]Br)[CH2:3][CH2:2]1.Br[C:7]1[C:16]2[C:11](=[CH:12][CH:13]=[CH:14][CH:15]=2)[CH:10]=[CH:9][CH:8]=1. The catalyst is O1CCCC1.Cl[Ni]1(Cl)[P](C2C=CC=CC=2)(C2C=CC=CC=2)CCC[P]1(C1C=CC=CC=1)C1C=CC=CC=1. The product is [CH:1]1([C:15]2[C:16]3[C:11](=[CH:10][CH:9]=[CH:8][CH:7]=3)[CH:12]=[CH:13][CH:14]=2)[CH2:3][CH2:2]1. The yield is 0.760.